From a dataset of Full USPTO retrosynthesis dataset with 1.9M reactions from patents (1976-2016). Predict the reactants needed to synthesize the given product. Given the product [CH2:1]([N:8]1[CH:12]([OH:13])[CH2:11][O:10][C:9]1=[O:14])[C:2]1[CH:3]=[CH:4][CH:5]=[CH:6][CH:7]=1, predict the reactants needed to synthesize it. The reactants are: [CH2:1]([N:8]1[C:12](=[O:13])[CH2:11][O:10][C:9]1=[O:14])[C:2]1[CH:7]=[CH:6][CH:5]=[CH:4][CH:3]=1.[BH4-].[Na+].CC(C)=O.